This data is from Full USPTO retrosynthesis dataset with 1.9M reactions from patents (1976-2016). The task is: Predict the reactants needed to synthesize the given product. (1) The reactants are: [O:1]1[C:5]2([CH2:10][CH2:9][C:8]([C:16](OCC)=[O:17])([C:11](OCC)=[O:12])[CH2:7][CH2:6]2)[O:4][CH2:3][CH2:2]1.[H-].[Al+3].[Li+].[H-].[H-].[H-].O.[OH-].[Na+]. Given the product [O:1]1[C:5]2([CH2:6][CH2:7][C:8]([CH2:11][OH:12])([CH2:16][OH:17])[CH2:9][CH2:10]2)[O:4][CH2:3][CH2:2]1, predict the reactants needed to synthesize it. (2) Given the product [F:8][C:6]1[CH:5]=[C:4]([NH:9][C:10]2[N:18]=[CH:17][CH:16]=[CH:15][C:11]=2[C:12]([NH:20][C:21]([CH3:26])([CH2:24][CH3:25])[C:22]#[CH:23])=[O:14])[CH:3]=[C:2]([F:1])[CH:7]=1, predict the reactants needed to synthesize it. The reactants are: [F:1][C:2]1[CH:3]=[C:4]([NH:9][C:10]2[N:18]=[CH:17][CH:16]=[CH:15][C:11]=2[C:12]([OH:14])=O)[CH:5]=[C:6]([F:8])[CH:7]=1.Cl.[NH2:20][C:21]([CH3:26])([CH2:24][CH3:25])[C:22]#[CH:23].C1C=CC2N(O)N=NC=2C=1.CCN=C=NCCCN(C)C.CCN(C(C)C)C(C)C.